The task is: Predict the reaction yield, written as a fraction of the theoretical maximum amount of product (1.0 means a 100% yield; for example, 0.34 means a 34% yield).. This data is from Reaction yield outcomes from USPTO patents with 853,638 reactions. (1) The reactants are C[O:2][C:3]([C:5]1([C:8]2[CH:9]=[C:10]3[C:15](=[CH:16][CH:17]=2)[O:14][CH2:13][CH2:12][CH2:11]3)[CH2:7][CH2:6]1)=[O:4].O[Li].[OH2:20].[CH3:21][OH:22]. The catalyst is O. The product is [OH:20][C:11]1([O:22][CH3:21])[C:10]2[C:15](=[CH:16][CH:17]=[C:8]([C:5]3([C:3]([OH:2])=[O:4])[CH2:7][CH2:6]3)[CH:9]=2)[O:14][CH2:13][CH2:12]1. The yield is 0.760. (2) The product is [NH2:1][C:2]1[N:7]([CH2:8][CH2:9][NH:10][C:25](=[O:26])[CH3:27])[C:6](=[O:11])[CH:5]=[C:4]([CH2:12][CH2:13][C:14]2[CH:19]=[CH:18][CH:17]=[C:16]([C:20]3[O:21][CH:22]=[CH:23][CH:24]=3)[CH:15]=2)[N:3]=1. The catalyst is C(Cl)Cl.CN(C=O)C. The reactants are [NH2:1][C:2]1[N:7]([CH2:8][CH2:9][NH2:10])[C:6](=[O:11])[CH:5]=[C:4]([CH2:12][CH2:13][C:14]2[CH:19]=[CH:18][CH:17]=[C:16]([C:20]3[O:21][CH:22]=[CH:23][CH:24]=3)[CH:15]=2)[N:3]=1.[C:25](O)([C:27](F)(F)F)=[O:26].C(N(CC)CC)C.C(Cl)(=O)C. The yield is 0.770. (3) The reactants are [CH3:1][O:2][C:3]1[N:10]=[C:9]([CH3:11])[CH:8]=[C:7]([O:12][CH3:13])[C:4]=1[C:5]#[N:6].[CH3:14][C:15]([O:18][C:19](O[C:19]([O:18][C:15]([CH3:17])([CH3:16])[CH3:14])=[O:20])=[O:20])([CH3:17])[CH3:16].CCOC(C)=O.CCOCC. The catalyst is CO.C1COCC1.[Ni]. The product is [CH3:1][O:2][C:3]1[C:4]([CH2:5][NH:6][C:19](=[O:20])[O:18][C:15]([CH3:17])([CH3:16])[CH3:14])=[C:7]([O:12][CH3:13])[CH:8]=[C:9]([CH3:11])[N:10]=1. The yield is 0.559.